Dataset: Reaction yield outcomes from USPTO patents with 853,638 reactions. Task: Predict the reaction yield, written as a fraction of the theoretical maximum amount of product (1.0 means a 100% yield; for example, 0.34 means a 34% yield). (1) The reactants are [Br:1][C:2]1[CH:7]=[CH:6][C:5]([F:8])=[CH:4][C:3]=1[CH2:9][OH:10]. The catalyst is C(Cl)Cl.O=[Mn]=O. The product is [Br:1][C:2]1[CH:7]=[CH:6][C:5]([F:8])=[CH:4][C:3]=1[CH:9]=[O:10]. The yield is 0.920. (2) The reactants are S(Cl)(Cl)=O.[CH3:5][O:6][C:7]1[CH:8]=[C:9]2[C:14](=[CH:15][CH:16]=1)[CH:13]=[C:12]([C:17]1[N:22]=[CH:21][C:20]([C:23]([OH:25])=[O:24])=[CH:19][CH:18]=1)[CH:11]=[CH:10]2.[CH3:26]O. No catalyst specified. The product is [CH3:5][O:6][C:7]1[CH:8]=[C:9]2[C:14](=[CH:15][CH:16]=1)[CH:13]=[C:12]([C:17]1[N:22]=[CH:21][C:20]([C:23]([O:25][CH3:26])=[O:24])=[CH:19][CH:18]=1)[CH:11]=[CH:10]2. The yield is 0.300. (3) The reactants are [NH2:1][C@H:2]1[CH2:7][CH2:6][C@H:5]([OH:8])[CH2:4][CH2:3]1.[C:9]1(=O)[O:13][CH2:12][CH2:11][CH2:10]1. The catalyst is O. The product is [OH:8][C@H:5]1[CH2:6][CH2:7][C@H:2]([N:1]2[CH2:9][CH2:10][CH2:11][C:12]2=[O:13])[CH2:3][CH2:4]1. The yield is 0.430. (4) The reactants are [Cl:1][C:2]1[CH:3]=[N:4][CH:5]=[C:6]([Cl:11])[C:7]=1[CH:8]=[N:9][OH:10].ClN1C(=O)CCC1=O.[CH:20]1([C:24](=O)[CH2:25][C:26]([O:28][CH2:29][CH3:30])=[O:27])[CH2:23][CH2:22][CH2:21]1.[O-]CC.[Na+]. The catalyst is CN(C)C=O.O1CCCC1.O. The product is [CH:20]1([C:24]2[O:10][N:9]=[C:8]([C:7]3[C:6]([Cl:11])=[CH:5][N:4]=[CH:3][C:2]=3[Cl:1])[C:25]=2[C:26]([O:28][CH2:29][CH3:30])=[O:27])[CH2:21][CH2:22][CH2:23]1. The yield is 0.530. (5) The reactants are C[O:2][C:3]1[CH:12]=[CH:11][C:10]2[NH:9][C:8](=[O:13])[C:7]3[S:14][CH:15]=[CH:16][C:6]=3[C:5]=2[C:4]=1[C:17]1[CH:22]=[CH:21][C:20]([S:23]([N:26]([CH3:28])[CH3:27])(=[O:25])=[O:24])=[CH:19][CH:18]=1.BrB(Br)Br. No catalyst specified. The product is [OH:2][C:3]1[CH:12]=[CH:11][C:10]2[NH:9][C:8](=[O:13])[C:7]3[S:14][CH:15]=[CH:16][C:6]=3[C:5]=2[C:4]=1[C:17]1[CH:18]=[CH:19][C:20]([S:23]([N:26]([CH3:28])[CH3:27])(=[O:24])=[O:25])=[CH:21][CH:22]=1. The yield is 0.0700. (6) The reactants are C([O:5][C:6](=[O:34])[CH2:7][CH2:8][N:9]([CH:29]1[CH2:33][CH2:32][CH2:31][CH2:30]1)[C:10]1[S:11][CH:12]=[C:13]([C:15](O)([C:22]2[CH:27]=[CH:26][CH:25]=[CH:24][CH:23]=2)[C:16]2[CH:21]=[CH:20][CH:19]=[CH:18][CH:17]=2)[N:14]=1)(C)(C)C.C(O)(C(F)(F)F)=O.[SiH](CC)(CC)CC. No catalyst specified. The product is [CH:15]([C:13]1[N:14]=[C:10]([N:9]([CH:29]2[CH2:30][CH2:31][CH2:32][CH2:33]2)[CH2:8][CH2:7][C:6]([OH:34])=[O:5])[S:11][CH:12]=1)([C:22]1[CH:27]=[CH:26][CH:25]=[CH:24][CH:23]=1)[C:16]1[CH:21]=[CH:20][CH:19]=[CH:18][CH:17]=1. The yield is 0.400. (7) The reactants are [H-].[Na+].[Cl:3][C:4]1[CH:9]=[CH:8][C:7]([N+:10]([O-:12])=[O:11])=[CH:6][C:5]=1[OH:13].Cl[CH2:15][O:16][CH2:17][C:18]1[CH:23]=[CH:22][CH:21]=[CH:20][CH:19]=1. The catalyst is CN(C=O)C.O.[Cl-].[Na+].O.C(OCC)(=O)C. The product is [CH2:17]([O:16][CH2:15][O:13][C:5]1[CH:6]=[C:7]([N+:10]([O-:12])=[O:11])[CH:8]=[CH:9][C:4]=1[Cl:3])[C:18]1[CH:23]=[CH:22][CH:21]=[CH:20][CH:19]=1. The yield is 1.00. (8) The reactants are C([N:4]1[C:8]2[CH:9]=[CH:10][CH:11]=[CH:12][C:7]=2[N:6]([CH2:13][C:14]2[C:15]3[C:22]([CH3:23])=[CH:21][CH:20]=[CH:19][C:16]=3[S:17][CH:18]=2)[C:5]1=[O:24])(C)=C.O1CCOCC1.O.Cl. The yield is 0.990. The product is [CH3:23][C:22]1[C:15]2[C:14]([CH2:13][N:6]3[C:7]4[CH:12]=[CH:11][CH:10]=[CH:9][C:8]=4[NH:4][C:5]3=[O:24])=[CH:18][S:17][C:16]=2[CH:19]=[CH:20][CH:21]=1. The catalyst is CO.C(Cl)Cl. (9) The reactants are C(Cl)(=O)C(Cl)=O.CS(C)=O.[OH:11][CH2:12][C@@H:13]1[CH2:17][CH2:16][CH2:15][N:14]1[C:18]([O:20][C:21]([CH3:24])([CH3:23])[CH3:22])=[O:19].C(N(CC)CC)C. The catalyst is ClCCl. The product is [CH:12]([C@@H:13]1[CH2:17][CH2:16][CH2:15][N:14]1[C:18]([O:20][C:21]([CH3:24])([CH3:23])[CH3:22])=[O:19])=[O:11]. The yield is 0.554. (10) The reactants are [C:1]([O:5][C:6]([N:8]1[CH2:12][CH2:11][C@H:10]([O:13][C:14]2[C:15]3[CH2:23][NH:22][CH2:21][CH2:20][C:16]=3[N:17]=[CH:18][N:19]=2)[CH2:9]1)=[O:7])([CH3:4])([CH3:3])[CH3:2].Br[C:25]1[CH:26]=[N:27][C:28]([O:33][CH3:34])=[C:29]([CH:32]=1)[C:30]#[N:31].C(=O)([O-])[O-].[Cs+].[Cs+].CC(C1C=C(C(C)C)C(C2C=CC=CC=2P(C2CCCCC2)C2CCCCC2)=C(C(C)C)C=1)C. The catalyst is C1C=CC(/C=C/C(/C=C/C2C=CC=CC=2)=O)=CC=1.C1C=CC(/C=C/C(/C=C/C2C=CC=CC=2)=O)=CC=1.C1C=CC(/C=C/C(/C=C/C2C=CC=CC=2)=O)=CC=1.[Pd].[Pd].O1CCOCC1. The product is [C:1]([O:5][C:6]([N:8]1[CH2:12][CH2:11][C@H:10]([O:13][C:14]2[C:15]3[CH2:23][N:22]([C:25]4[CH:26]=[N:27][C:28]([O:33][CH3:34])=[C:29]([C:30]#[N:31])[CH:32]=4)[CH2:21][CH2:20][C:16]=3[N:17]=[CH:18][N:19]=2)[CH2:9]1)=[O:7])([CH3:4])([CH3:2])[CH3:3]. The yield is 0.390.